Dataset: M1 muscarinic receptor agonist screen with 61,833 compounds. Task: Binary Classification. Given a drug SMILES string, predict its activity (active/inactive) in a high-throughput screening assay against a specified biological target. (1) The drug is O=C1N(C(=O)CC21C1CC(C2)C=C1)c1ccc(cc1)C. The result is 0 (inactive). (2) The drug is S1CCN=C1NC(=O)CCc1cc(OC)c(OC)cc1. The result is 0 (inactive). (3) The molecule is O=C1N(C(\C(C1=O)=C(/O)c1cc2OCCOc2cc1)c1ccc(cc1)C(OC)=O)CCCN(C)C. The result is 0 (inactive).